Dataset: Forward reaction prediction with 1.9M reactions from USPTO patents (1976-2016). Task: Predict the product of the given reaction. (1) Given the reactants [NH2:1][CH2:2][C:3]([C:6]1[CH:28]=[CH:27][C:9]([C:10]([NH:12][C:13]2[N:14]=[C:15]3[CH:20]=[CH:19][C:18]([N:21]4[CH:25]=[CH:24][N:23]=[CH:22]4)=[CH:17][N:16]3[CH:26]=2)=[O:11])=[CH:8][CH:7]=1)([CH3:5])[CH3:4].[CH:29](=O)[CH2:30][CH3:31].C(O)(=O)C.C(O[BH-](OC(=O)C)OC(=O)C)(=O)C.[Na+], predict the reaction product. The product is: [CH3:4][C:3]([C:6]1[CH:28]=[CH:27][C:9]([C:10]([NH:12][C:13]2[N:14]=[C:15]3[CH:20]=[CH:19][C:18]([N:21]4[CH:25]=[CH:24][N:23]=[CH:22]4)=[CH:17][N:16]3[CH:26]=2)=[O:11])=[CH:8][CH:7]=1)([CH3:5])[CH2:2][NH:1][CH2:29][CH2:30][CH3:31]. (2) Given the reactants Cl[CH2:2][C:3]1[O:7][N:6]=[C:5]([C:8]2[CH:9]=[C:10]([CH:13]=[CH:14][CH:15]=2)[C:11]#[N:12])[N:4]=1.[N:16]1[CH:21]=[CH:20][C:19]([C:22]2[N:26]3[CH2:27][CH2:28][CH2:29][NH:30][C:25]3=[N:24][N:23]=2)=[CH:18][CH:17]=1.C(=O)([O-])[O-].[K+].[K+], predict the reaction product. The product is: [N:16]1[CH:21]=[CH:20][C:19]([C:22]2[N:26]3[CH2:27][CH2:28][CH2:29][N:30]([CH2:2][C:3]4[O:7][N:6]=[C:5]([C:8]5[CH:9]=[C:10]([CH:13]=[CH:14][CH:15]=5)[C:11]#[N:12])[N:4]=4)[C:25]3=[N:24][N:23]=2)=[CH:18][CH:17]=1. (3) Given the reactants O.[PH2:2]([O-:4])=[O:3].[Na+].[C:6]1([CH2:12][CH2:13][CH:14]=[CH2:15])[CH:11]=[CH:10][CH:9]=[CH:8][CH:7]=1.N(C(C)(C)C#N)=NC(C)(C)C#N.S(=O)(=O)(O)O.C12(N)CC3CC(CC(C3)C1)C2, predict the reaction product. The product is: [C:6]1([CH2:12][CH2:13][CH2:14][CH2:15][PH:2](=[O:4])[OH:3])[CH:11]=[CH:10][CH:9]=[CH:8][CH:7]=1. (4) Given the reactants C([O:8][C:9](=[O:24])[CH2:10][C@@H:11]([O:16][Si:17]([C:20]([CH3:23])([CH3:22])[CH3:21])([CH3:19])[CH3:18])[CH2:12][C:13]([NH2:15])=[O:14])C1C=CC=CC=1.[H][H], predict the reaction product. The product is: [Si:17]([O:16][C@H:11]([CH2:10][C:9]([OH:24])=[O:8])[CH2:12][C:13]([NH2:15])=[O:14])([C:20]([CH3:22])([CH3:23])[CH3:21])([CH3:19])[CH3:18]. (5) The product is: [N:27]1[CH:32]=[CH:31][C:30]([CH2:33][C:34]([NH:1][C:2]2[CH:3]=[C:4]([C:8]3[C:16]4[C:11](=[CH:12][CH:13]=[C:14]([C:17]([NH2:19])=[O:18])[CH:15]=4)[NH:10][N:9]=3)[CH:5]=[CH:6][CH:7]=2)=[O:35])=[CH:29][CH:28]=1. Given the reactants [NH2:1][C:2]1[CH:3]=[C:4]([C:8]2[C:16]3[C:11](=[CH:12][CH:13]=[C:14]([C:17]([NH2:19])=[O:18])[CH:15]=3)[N:10](C3CCCCO3)[N:9]=2)[CH:5]=[CH:6][CH:7]=1.Cl.[N:27]1[CH:32]=[CH:31][C:30]([CH2:33][C:34](O)=[O:35])=[CH:29][CH:28]=1.CCN=C=NCCCN(C)C, predict the reaction product. (6) The product is: [CH3:10][CH2:9][C:8]1[C:7]2[N-:6][C:5](=[CH:29][C:27]3[C:26]([CH2:30][CH3:31])=[C:25]([CH2:32][CH3:33])[C:24](=[CH:23][C:21]4[N-:22][C:18]([CH:17]=[C:15]5[N:16]=[C:12]([CH:11]=2)[C:13]([CH2:40][CH3:41])=[C:14]5[CH2:38][CH3:39])=[C:19]([CH2:36][CH3:37])[C:20]=4[CH2:34][CH3:35])[N:28]=3)[C:4]=1[CH2:2][CH3:3].[Pt+2:1]. Given the reactants [Pt+2:1].[CH2:2]([C:4]1[C:5]2[N:6]=[C:7]([CH:11]=[C:12]3[N:16]=[C:15]([CH:17]=[C:18]4[NH:22][C:21]([CH:23]=[C:24]5[N:28]=[C:27]([CH:29]=2)[C:26]([CH2:30][CH3:31])=[C:25]5[CH2:32][CH3:33])=[C:20]([CH2:34][CH3:35])[CH:19]4[CH2:36][CH3:37])[C:14]([CH2:38][CH3:39])=[C:13]3[CH2:40][CH3:41])[C:8]=1[CH2:9][CH3:10])[CH3:3], predict the reaction product. (7) Given the reactants [CH3:1][N:2]([C:4](=[O:28])[C:5]([NH:7][C:8]12[CH2:16][CH2:15][CH:12]([CH2:13][CH2:14]1)[CH2:11][N:10]1[C:17](=[O:27])[C:18]([OH:26])=[C:19]([C:21]([O:23]CC)=O)[N:20]=[C:9]21)=[O:6])[CH3:3].Cl.Cl.[F:31][C:32]1[CH:37]=[CH:36][C:35]([CH2:38][NH2:39])=[C:34]([N:40]2[C:44]([CH3:45])=[CH:43][N:42]=[N:41]2)[CH:33]=1.C(N(CC)CC)C, predict the reaction product. The product is: [F:31][C:32]1[CH:37]=[CH:36][C:35]([CH2:38][NH:39][C:21]([C:19]2[N:20]=[C:9]3[C:8]4([NH:7][C:5](=[O:6])[C:4]([N:2]([CH3:3])[CH3:1])=[O:28])[CH2:14][CH2:13][CH:12]([CH2:15][CH2:16]4)[CH2:11][N:10]3[C:17](=[O:27])[C:18]=2[OH:26])=[O:23])=[C:34]([N:40]2[C:44]([CH3:45])=[CH:43][N:42]=[N:41]2)[CH:33]=1.